This data is from Reaction yield outcomes from USPTO patents with 853,638 reactions. The task is: Predict the reaction yield, written as a fraction of the theoretical maximum amount of product (1.0 means a 100% yield; for example, 0.34 means a 34% yield). (1) The product is [Cl:1][C:2]1[CH:7]=[C:6]([O:8][C:9]2[C:18]3[C:13](=[CH:14][C:15]([O:21][CH2:38][C:39]4[CH:44]=[CH:43][N:42]=[CH:41][CH:40]=4)=[C:16]([O:19][CH3:20])[CH:17]=3)[N:12]=[CH:11][N:10]=2)[CH:5]=[CH:4][C:3]=1[NH:22][C:23](=[O:29])[N:24]([CH2:27][CH3:28])[CH2:25][CH3:26]. The catalyst is CN(C)C=O. The yield is 0.560. The reactants are [Cl:1][C:2]1[CH:7]=[C:6]([O:8][C:9]2[C:18]3[C:13](=[CH:14][C:15]([OH:21])=[C:16]([O:19][CH3:20])[CH:17]=3)[N:12]=[CH:11][N:10]=2)[CH:5]=[CH:4][C:3]=1[NH:22][C:23](=[O:29])[N:24]([CH2:27][CH3:28])[CH2:25][CH3:26].C(=O)([O-])[O-].[K+].[K+].Cl.Cl[CH2:38][C:39]1[CH:44]=[CH:43][N:42]=[CH:41][CH:40]=1.O. (2) The reactants are N[C:2]1[CH:7]=[CH:6][C:5](Cl)=[CH:4]N=1.[Li+].C[Si]([N-][Si](C)(C)C)(C)C.[CH2:19]1C[O:22][CH2:21][CH2:20]1. No catalyst specified. The product is [CH2:21]([OH:22])[CH3:20].[CH3:2][CH2:7][CH2:6][CH2:5][CH2:4][CH2:19][CH3:20]. The yield is 0.850. (3) The reactants are [C:1]([O:5][C:6]([NH:8][C@@H:9]([CH2:14][NH:15][S:16]([C:19]1[CH:24]=[CH:23][CH:22]=[CH:21][C:20]=1[N+:25]([O-:27])=[O:26])(=[O:18])=[O:17])[C:10]([O:12][CH3:13])=[O:11])=[O:7])([CH3:4])([CH3:3])[CH3:2].C(=O)([O-])[O-].[K+].[K+].Br[CH2:35][CH2:36][CH2:37][CH:38]=[CH2:39]. The catalyst is CN(C=O)C. The product is [C:1]([O:5][C:6]([NH:8][C@@H:9]([CH2:14][N:15]([CH2:39][CH2:38][CH2:37][CH:36]=[CH2:35])[S:16]([C:19]1[CH:24]=[CH:23][CH:22]=[CH:21][C:20]=1[N+:25]([O-:27])=[O:26])(=[O:18])=[O:17])[C:10]([O:12][CH3:13])=[O:11])=[O:7])([CH3:4])([CH3:2])[CH3:3]. The yield is 0.430. (4) The reactants are [NH2:1][CH2:2][C:3]1[CH:8]=[CH:7][CH:6]=[CH:5][N:4]=1.[CH:9](O)=[O:10]. No catalyst specified. The product is [N:4]1[CH:5]=[CH:6][CH:7]=[CH:8][C:3]=1[CH2:2][NH:1][CH:9]=[O:10]. The yield is 0.580. (5) The reactants are [Si:1]([O:8]CC(=O)C)([C:4]([CH3:7])([CH3:6])[CH3:5])([CH3:3])[CH3:2].Cl.CNC.[C-]#N.[K+].[CH3:20][N:21]([CH3:29])[C:22]1([C:27]#[N:28])[CH2:26]CC[CH2:23]1. The catalyst is O. The product is [CH3:29][N:21]([CH3:20])[C:22]([CH3:23])([CH2:26][O:8][Si:1]([C:4]([CH3:7])([CH3:6])[CH3:5])([CH3:3])[CH3:2])[C:27]#[N:28]. The yield is 0.450. (6) The reactants are [NH4+].[OH-].C([N:6](C(C)C)CC)(C)C.[Cl:12][C:13]1[N:14]=[N:15][C:16]([Cl:22])=[CH:17][C:18]=1[C:19](Cl)=[O:20]. The catalyst is C1COCC1.CN(C1C=CN=CC=1)C. The product is [Cl:12][C:13]1[N:14]=[N:15][C:16]([Cl:22])=[CH:17][C:18]=1[C:19]([NH2:6])=[O:20]. The yield is 0.960.